Dataset: hERG potassium channel inhibition data for cardiac toxicity prediction from Karim et al.. Task: Regression/Classification. Given a drug SMILES string, predict its toxicity properties. Task type varies by dataset: regression for continuous values (e.g., LD50, hERG inhibition percentage) or binary classification for toxic/non-toxic outcomes (e.g., AMES mutagenicity, cardiotoxicity, hepatotoxicity). Dataset: herg_karim. (1) The compound is CCN(CC)CCCC(C)Nc1ccnc2cc(Cl)ccc12. The result is 1 (blocker). (2) The compound is CC(C)(C)NC(=O)C1c2c(O)cccc2C(=O)N1Cc1ccccc1-c1ccccc1. The result is 0 (non-blocker). (3) The drug is Cn1c(SCCCN2CC3CCN(c4cccc(C#N)c4)C3C2)nnc1-c1cnccn1. The result is 1 (blocker). (4) The molecule is Cc1ccc(C2(O)CCC(N3CC(NC(=O)CNc4n[nH]c5ccc(C(F)(F)F)cc45)C3)CC2)cn1. The result is 0 (non-blocker).